Predict the reaction yield, written as a fraction of the theoretical maximum amount of product (1.0 means a 100% yield; for example, 0.34 means a 34% yield). From a dataset of Reaction yield outcomes from USPTO patents with 853,638 reactions. (1) The reactants are [CH2:1]([C@H:8]([NH2:25])[CH:9](C(OC(C)(C)C)=O)[O:10][CH2:11][C:12]1[CH:17]=[CH:16][CH:15]=[CH:14][CH:13]=1)[C:2]1[CH:7]=[CH:6][CH:5]=[CH:4][CH:3]=1.[ClH:26]. The catalyst is CO. The product is [ClH:26].[CH2:1]([C@H:8]([NH2:25])[CH2:9][O:10][CH2:11][C:12]1[CH:13]=[CH:14][CH:15]=[CH:16][CH:17]=1)[C:2]1[CH:3]=[CH:4][CH:5]=[CH:6][CH:7]=1. The yield is 0.990. (2) The reactants are O1CCCC1.[C:6]1([CH3:23])[CH:11]=[CH:10][C:9]([O:12][C:13]2[S:17][C:16]([CH2:18][C:19](Cl)=[N:20][OH:21])=[CH:15][CH:14]=2)=[CH:8][CH:7]=1.[C:24]([C:26]1[C:27]([NH2:32])=[N:28][CH:29]=[CH:30][CH:31]=1)#[CH:25].C(N(CC)CC)C. The catalyst is O. The yield is 0.0165. The product is [C:6]1([CH3:23])[CH:11]=[CH:10][C:9]([O:12][C:13]2[S:17][C:16]([CH2:18][C:19]3[CH:25]=[C:24]([C:26]4[C:27]([NH2:32])=[N:28][CH:29]=[CH:30][CH:31]=4)[O:21][N:20]=3)=[CH:15][CH:14]=2)=[CH:8][CH:7]=1. (3) The reactants are [CH3:1][C:2]1[C:11]([C:12]2[S:13][C:14]([C:23]3[N:27]=[CH:26][N:25]([CH:28]4[CH2:33][CH2:32][CH2:31][CH2:30][O:29]4)[N:24]=3)=[C:15]([C:17]3[CH:22]=[CH:21][CH:20]=[CH:19][CH:18]=3)[N:16]=2)=[C:5]2[CH:6]=[C:7]([OH:10])[CH:8]=[CH:9][N:4]2[N:3]=1.C(=O)([O-])[O-].[K+].[K+].Cl[CH2:41][CH2:42][N:43]1[CH2:48][CH2:47][C:46]([F:50])([F:49])[CH2:45][CH2:44]1. No catalyst specified. The product is [F:49][C:46]1([F:50])[CH2:47][CH2:48][N:43]([CH2:42][CH2:41][O:10][C:7]2[CH:8]=[CH:9][N:4]3[N:3]=[C:2]([CH3:1])[C:11]([C:12]4[S:13][C:14]([C:23]5[N:27]=[CH:26][N:25]([CH:28]6[CH2:33][CH2:32][CH2:31][CH2:30][O:29]6)[N:24]=5)=[C:15]([C:17]5[CH:22]=[CH:21][CH:20]=[CH:19][CH:18]=5)[N:16]=4)=[C:5]3[CH:6]=2)[CH2:44][CH2:45]1. The yield is 0.910. (4) The reactants are [CH:1]([Mg]Cl)([CH3:3])[CH3:2].[O:6]1[CH2:10][CH2:9][CH2:8][CH2:7]1.[OH:11][C:12]1C=CC(C#N)=[N:16][CH:17]=1.Cl.C(=O)([O-])O.[Na+]. The catalyst is C(OCC)(=O)C.O1CCCC1. The product is [OH:11][C:12]1[CH:7]=[CH:8][C:9]([C:10](=[O:6])[CH:1]([CH3:3])[CH3:2])=[N:16][CH:17]=1. The yield is 0.490. (5) The reactants are [Br:1][C:2]1[CH:3]=[N:4][CH:5]=[C:6]([Br:9])[C:7]=1[CH3:8].[Li+].CC([N-]C(C)C)C.[CH2:18]([O:20][C:21](=[O:24])[CH2:22]Br)[CH3:19].CC(O)=O. The catalyst is C1COCC1. The product is [Br:1][C:2]1[CH:3]=[N:4][CH:5]=[C:6]([Br:9])[C:7]=1[CH2:8][CH2:22][C:21]([O:20][CH2:18][CH3:19])=[O:24]. The yield is 0.335. (6) The reactants are [C:1]([O:5][C:6]([CH2:8][NH:9][C:10]1[CH:11]=[C:12]([CH:16]=[CH:17][CH:18]=1)[C:13]([OH:15])=O)=[O:7])([CH3:4])([CH3:3])[CH3:2].[C:19](C1NC=CN=1)([C:21]1[NH:22][CH:23]=[CH:24]N=1)=O.C(NCC)C.O. The product is [CH2:21]([N:22]([CH2:23][CH3:24])[C:13](=[O:15])[C:12]1[CH:16]=[CH:17][CH:18]=[C:10]([NH:9][CH2:8][C:6]([O:5][C:1]([CH3:2])([CH3:3])[CH3:4])=[O:7])[CH:11]=1)[CH3:19]. The catalyst is O1CCCC1. The yield is 0.980. (7) The reactants are [C:1]([C:4]1[C:13]2[C:8](=[CH:9][CH:10]=[CH:11][CH:12]=2)[C:7](=[O:14])[O:6][C:5]=1[NH:15][C@H:16]([C:19]1[CH:24]=[CH:23][CH:22]=[CH:21][CH:20]=1)[CH2:17][CH3:18])(=O)[CH3:2].[C:25]1([NH:31][NH2:32])[CH:30]=[CH:29][CH:28]=[CH:27][CH:26]=1. The catalyst is C(#N)C. The product is [C:19]1([C@@H:16]([NH:15][C:5]([C:4]2[C:13]3[C:8](=[CH:9][CH:10]=[CH:11][CH:12]=3)[C:7](=[O:14])[N:32]([NH:31][C:25]3[CH:30]=[CH:29][CH:28]=[CH:27][CH:26]=3)[C:1]=2[CH3:2])=[O:6])[CH2:17][CH3:18])[CH:20]=[CH:21][CH:22]=[CH:23][CH:24]=1. The yield is 0.660. (8) The reactants are Cl.[CH3:2][O:3][NH:4][CH3:5].C[Al](C)C.[C:10]([N:17]1[CH2:22][CH2:21][N:20]([CH2:23][C:24]([O:26]CC)=O)[CH2:19][CH2:18]1)([O:12][C:13]([CH3:16])([CH3:15])[CH3:14])=[O:11]. The catalyst is C(Cl)Cl. The product is [CH3:2][O:3][N:4]([CH3:5])[C:24](=[O:26])[CH2:23][N:20]1[CH2:19][CH2:18][N:17]([C:10]([O:12][C:13]([CH3:14])([CH3:15])[CH3:16])=[O:11])[CH2:22][CH2:21]1. The yield is 0.570. (9) The reactants are [N+:1]([C:4]1[CH:5]=[C:6]([CH:8]=[CH:9][CH:10]=1)[NH2:7])([O-:3])=[O:2].[F:11][C:12]([F:25])([O:16][C:17]1[CH:18]=[C:19]([CH:22]=[CH:23][CH:24]=1)[CH:20]=O)[CH:13]([F:15])[F:14].C(O)(=O)C.[BH-](OC(C)=O)(OC(C)=O)OC(C)=O.[Na+]. The catalyst is ClC(Cl)C. The product is [N+:1]([C:4]1[CH:5]=[C:6]([NH:7][CH2:20][C:19]2[CH:22]=[CH:23][CH:24]=[C:17]([O:16][C:12]([F:11])([F:25])[CH:13]([F:14])[F:15])[CH:18]=2)[CH:8]=[CH:9][CH:10]=1)([O-:3])=[O:2]. The yield is 0.700. (10) The reactants are [F:1][C:2]1[C:9]([F:10])=[CH:8][C:7]([F:11])=[CH:6][C:3]=1[NH:4][CH3:5].Br.Br[CH:14]([C:16]1[CH:17]=[C:18]([C:33]([N:35]([CH3:37])[CH3:36])=[O:34])[CH:19]=[C:20]2[C:25]=1[O:24][C:23]([N:26]1[CH2:31][CH2:30][O:29][CH2:28][CH2:27]1)=[CH:22][C:21]2=[O:32])[CH3:15]. No catalyst specified. The product is [CH3:36][N:35]([CH3:37])[C:33]([C:18]1[CH:19]=[C:20]2[C:25](=[C:16]([CH:14]([N:4]([CH3:5])[C:3]3[CH:6]=[C:7]([F:11])[CH:8]=[C:9]([F:10])[C:2]=3[F:1])[CH3:15])[CH:17]=1)[O:24][C:23]([N:26]1[CH2:31][CH2:30][O:29][CH2:28][CH2:27]1)=[CH:22][C:21]2=[O:32])=[O:34]. The yield is 0.0800.